Predict the reactants needed to synthesize the given product. From a dataset of Full USPTO retrosynthesis dataset with 1.9M reactions from patents (1976-2016). (1) Given the product [C:30]([NH:34][Si:35]([CH:19]1[C:5]2=[CH:6][C:7]3[C:8]([CH3:18])([CH3:17])[C:9]4[C:14]([C:15]=3[CH:16]=[C:4]2[CH:3]=[C:2]1[CH3:1])=[CH:13][CH:12]=[CH:11][CH:10]=4)([CH3:37])[CH3:36])([CH3:33])([CH3:32])[CH3:31], predict the reactants needed to synthesize it. The reactants are: [CH3:1][C:2]1[CH2:3][C:4]2[C:5]([CH:19]=1)=[CH:6][C:7]1[C:8]([CH3:18])([CH3:17])[C:9]3[C:14]([C:15]=1[CH:16]=2)=[CH:13][CH:12]=[CH:11][CH:10]=3.C([Li])CCC.C(N)(C)(C)C.[C:30]([NH:34][Si:35](C1C2C(=CC3C(C)(C)C4C(C=3C=2)=CC=CC=4)C=C1C)([CH3:37])[CH3:36])([CH3:33])([CH3:32])[CH3:31]. (2) Given the product [Cl:1][CH2:2][CH2:3][CH:4]([O:5][S:13]([CH3:12])(=[O:15])=[O:14])[C:6]1[CH:11]=[CH:10][CH:9]=[CH:8][CH:7]=1, predict the reactants needed to synthesize it. The reactants are: [Cl:1][CH2:2][CH2:3][CH:4]([C:6]1[CH:11]=[CH:10][CH:9]=[CH:8][CH:7]=1)[OH:5].[CH3:12][S:13](Cl)(=[O:15])=[O:14].